Task: Binary Classification. Given a miRNA mature sequence and a target amino acid sequence, predict their likelihood of interaction.. Dataset: Experimentally validated miRNA-target interactions with 360,000+ pairs, plus equal number of negative samples (1) The protein sequence of the target gene is MSETDHIASTSSDKNVGKTPELKEDSCNLFSGNESSKLENESKLLSLNTDKTLCQPNEHNNRIEAQENYIPDHGGGEDSCAKTDTGSENSEQIANFPSGNFAKHISKTNETEQKVTQILVELRSSTFPESANEKTYSESPYDTDCTKKFISKIKSVSASEDLLEEIESELLSTEFAEHRVPNGMNKGEHALVLFEKCVQDKYLQQEHIIKKLIKENKKHQELFVDICSEKDNLREELKKRTETEKQHMNTIKQLESRIEELNKEVKASRDQLIAQDVTAKNAVQQLHKEMAQRMEQANKK.... Result: 0 (no interaction). The miRNA is hsa-miR-6866-5p with sequence UUAGAGGCUGGAAUAGAGAUUCU. (2) The miRNA is hsa-miR-6852-5p with sequence CCCUGGGGUUCUGAGGACAUG. Result: 0 (no interaction). The protein sequence of the target gene is MDAFKGGMSLERLPEGLRPPPPPPHDMGPAFHLARPADPREPLENSASESSDTELPEKERGGEPKGPEDSGAGGTGCGGADDPAKKKKQRRQRTHFTSQQLQELEATFQRNRYPDMSMREEIAVWTNLTEPRVRVWFKNRRAKWRKRERNQQLDLCKGGYVPQFSGLVQPYEDVYAAGYSYNNWAAKSLAPAPLSTKSFTFFNSMSPLSSQSMFSAPSSISSMTMPSSMGPGAVPGMPNSGLNNINNLTGSSLNSAMSPGACPYGTPASPYSVYRDTCNSSLASLRLKSKQHSSFGYGGL.... (3) The miRNA is hsa-miR-4999-3p with sequence UCACUACCUGACAAUACAGU. The protein sequence of the target gene is MSETAPAAPAAAPPAEKAPVKKKAAKKAGGTPRKASGPPVSELITKAVAASKERSGVSLAALKKALAAAGYDVEKNNSRIKLGLKSLVSKGTLVQTKGTGASGSFKLNKKAASGEAKPKVKKAGGTKPKKPVGAAKKPKKAAGGATPKKSAKKTPKKAKKPAAATVTKKVAKSPKKAKVAKPKKAAKSAAKAVKPKAAKPKVVKPKKAAPKKK. Result: 0 (no interaction). (4) The miRNA is hsa-miR-194-3p with sequence CCAGUGGGGCUGCUGUUAUCUG. The protein sequence of the target gene is MLFRARGPVRGRGWGRPAEAPRRGRSPPWSPAWICCWALAGCQAAWAGDLPSSSSRPLPPCQEKDYHFEYTECDSSGSRWRVAIPNSAVDCSGLPDPVRGKECTFSCASGEYLEMKNQVCSKCGEGTYSLGSGIKFDEWDELPAGFSNIATFMDTVVGPSDSRPDGCNNSSWIPRGNYIESNRDDCTVSLIYAVHLKKSGYVFFEYQYVDNNIFFEFFIQNDQCQEMDTTTDKWVKLTDNGEWGSHSVMLKSGTNILYWRTTGILMGSKAVKPVLVKNITIEGVAYTSECFPCKPGTFSN.... Result: 0 (no interaction). (5) The protein sequence of the target gene is MTTFKEGLTFKDVAVVFTEEELGLLDPVQRNLYQDVMLENFRNLLSVGHHPFKHDVFLLEKEKKLDIMKTATQRKGKSADKIQSEVETVPEAGRHEELYWGQIWKQIASDLIKYEDSMISISRFPRQGDLSCQVRAGLYTTHTGQKFYQCDEYKKSFTDVFNFDLHQQLHSGEKSHTCDECGKSFCYISALHIHQRVHMGEKCYKCDVCGKEFSQSSHLQTHQRVHTVEKPFKCVECGKGFSRRSTLTVHCKLHSGEKPYNCEECGRAFIHASHLQEHQRIHTGEKPFKCDTCGKNFRRR.... The miRNA is hsa-miR-3128 with sequence UCUGGCAAGUAAAAAACUCUCAU. Result: 1 (interaction). (6) The miRNA is hsa-miR-1184 with sequence CCUGCAGCGACUUGAUGGCUUCC. The protein sequence of the target gene is MADNSSDEYEEDNKEKKKPSQLTPQQGFSENDDDDDDDSSETDSDDDDDDEEHGAPLEGAYDPADYEHLPVSAEIKELFEYISRYTPQLIDLDHKLKPFIPDFIPAVGDIDAFLKVPRPDGKPDHLGLLVLDEPSTKQSDPTVLSLWLTENSKQHNITQHMKVKSLEDAEKNPKAIDTWIESISELHRSKPPATVHYTRPMPDIDTLMQEWSPEFEELLGKVSLPTVEIDCSLAEYIDMICAILDIPFYKSRIQSLHLLFSLYSEFKNSQHFKALAEGKKVFTPPPNSASQAGDAETLTF.... Result: 0 (no interaction). (7) The miRNA is hsa-miR-429 with sequence UAAUACUGUCUGGUAAAACCGU. The protein sequence of the target gene is MFPFYSCWRTGLLLLLLAVAVRESWQTEEKTCDLVGEKGKESEKELALVKRLKPLFNKSFESTVGQGSDTYIYIFRVCREAGNHTSGAGLVQINKSNGKETVVGRLNETHIFNGSNWIMLIYKGGDEYDNHCGKEQRRAVVMISCNRHTLADNFNPVSEERGKVQDCFYLFEMDSSLACSPEISHLSVGSILLVTFASLVAVYVVGGFLYQRLVVGAKGMEQFPHLAFWQDLGNLVADGCDFVCRSKPRNVPAAYRGVGDDQLGEESEERDDHLLPM. Result: 1 (interaction).